Dataset: NCI-60 drug combinations with 297,098 pairs across 59 cell lines. Task: Regression. Given two drug SMILES strings and cell line genomic features, predict the synergy score measuring deviation from expected non-interaction effect. (1) Drug 1: CC1C(C(=O)NC(C(=O)N2CCCC2C(=O)N(CC(=O)N(C(C(=O)O1)C(C)C)C)C)C(C)C)NC(=O)C3=C4C(=C(C=C3)C)OC5=C(C(=O)C(=C(C5=N4)C(=O)NC6C(OC(=O)C(N(C(=O)CN(C(=O)C7CCCN7C(=O)C(NC6=O)C(C)C)C)C)C(C)C)C)N)C. Drug 2: CS(=O)(=O)OCCCCOS(=O)(=O)C. Cell line: NCI-H322M. Synergy scores: CSS=5.27, Synergy_ZIP=-2.52, Synergy_Bliss=0.576, Synergy_Loewe=-8.68, Synergy_HSA=-0.161. (2) Synergy scores: CSS=15.8, Synergy_ZIP=-0.278, Synergy_Bliss=1.37, Synergy_Loewe=5.42, Synergy_HSA=3.77. Drug 2: CCN(CC)CCCC(C)NC1=C2C=C(C=CC2=NC3=C1C=CC(=C3)Cl)OC. Cell line: MALME-3M. Drug 1: C1=CC(=CC=C1C#N)C(C2=CC=C(C=C2)C#N)N3C=NC=N3. (3) Drug 1: C1=CC(=C2C(=C1NCCNCCO)C(=O)C3=C(C=CC(=C3C2=O)O)O)NCCNCCO. Drug 2: C1CN1P(=S)(N2CC2)N3CC3. Cell line: M14. Synergy scores: CSS=7.81, Synergy_ZIP=-3.87, Synergy_Bliss=-4.74, Synergy_Loewe=-34.9, Synergy_HSA=-3.39. (4) Drug 1: C1=NC2=C(N=C(N=C2N1C3C(C(C(O3)CO)O)O)F)N. Drug 2: CN(CCCl)CCCl.Cl. Cell line: MDA-MB-435. Synergy scores: CSS=5.20, Synergy_ZIP=-0.470, Synergy_Bliss=2.56, Synergy_Loewe=-0.428, Synergy_HSA=0.387. (5) Drug 2: C1C(C(OC1N2C=C(C(=O)NC2=O)F)CO)O. Drug 1: CC1C(C(=O)NC(C(=O)N2CCCC2C(=O)N(CC(=O)N(C(C(=O)O1)C(C)C)C)C)C(C)C)NC(=O)C3=C4C(=C(C=C3)C)OC5=C(C(=O)C(=C(C5=N4)C(=O)NC6C(OC(=O)C(N(C(=O)CN(C(=O)C7CCCN7C(=O)C(NC6=O)C(C)C)C)C)C(C)C)C)N)C. Cell line: OVCAR-4. Synergy scores: CSS=12.2, Synergy_ZIP=-3.35, Synergy_Bliss=-1.11, Synergy_Loewe=-7.87, Synergy_HSA=-2.36. (6) Drug 1: CC1C(C(CC(O1)OC2CC(CC3=C2C(=C4C(=C3O)C(=O)C5=C(C4=O)C(=CC=C5)OC)O)(C(=O)CO)O)N)O. Drug 2: CCC1=C2N=C(C=C(N2N=C1)NCC3=C[N+](=CC=C3)[O-])N4CCCCC4CCO. Cell line: NCI-H460. Synergy scores: CSS=80.1, Synergy_ZIP=2.71, Synergy_Bliss=2.08, Synergy_Loewe=0.299, Synergy_HSA=4.78. (7) Drug 1: C1=CC(=CC=C1CCCC(=O)O)N(CCCl)CCCl. Drug 2: CC1C(C(CC(O1)OC2CC(CC3=C2C(=C4C(=C3O)C(=O)C5=CC=CC=C5C4=O)O)(C(=O)C)O)N)O. Cell line: OVCAR-5. Synergy scores: CSS=28.7, Synergy_ZIP=-4.51, Synergy_Bliss=-8.95, Synergy_Loewe=-10.0, Synergy_HSA=-7.46. (8) Drug 1: C1=CC(=CC=C1CC(C(=O)O)N)N(CCCl)CCCl.Cl. Drug 2: CN1C(=O)N2C=NC(=C2N=N1)C(=O)N. Cell line: SNB-19. Synergy scores: CSS=8.68, Synergy_ZIP=-1.35, Synergy_Bliss=4.79, Synergy_Loewe=-8.23, Synergy_HSA=0.416. (9) Drug 1: C1C(C(OC1N2C=NC3=C(N=C(N=C32)Cl)N)CO)O. Drug 2: COC1=C2C(=CC3=C1OC=C3)C=CC(=O)O2. Cell line: U251. Synergy scores: CSS=23.5, Synergy_ZIP=-8.09, Synergy_Bliss=-6.66, Synergy_Loewe=-17.9, Synergy_HSA=-7.64. (10) Drug 1: CC1=C(C=C(C=C1)NC2=NC=CC(=N2)N(C)C3=CC4=NN(C(=C4C=C3)C)C)S(=O)(=O)N.Cl. Drug 2: CC1=C2C(C(=O)C3(C(CC4C(C3C(C(C2(C)C)(CC1OC(=O)C(C(C5=CC=CC=C5)NC(=O)C6=CC=CC=C6)O)O)OC(=O)C7=CC=CC=C7)(CO4)OC(=O)C)O)C)OC(=O)C. Cell line: OVCAR3. Synergy scores: CSS=51.9, Synergy_ZIP=10.9, Synergy_Bliss=9.62, Synergy_Loewe=-42.5, Synergy_HSA=9.18.